Dataset: Full USPTO retrosynthesis dataset with 1.9M reactions from patents (1976-2016). Task: Predict the reactants needed to synthesize the given product. Given the product [CH2:18]([O:25][C:26](=[O:30])[CH2:27][CH2:28][NH:29][C:3](=[O:4])[CH:2]([Br:1])[CH3:6])[C:19]1[CH:24]=[CH:23][CH:22]=[CH:21][CH:20]=1, predict the reactants needed to synthesize it. The reactants are: [Br:1][CH:2]([CH3:6])[C:3](Cl)=[O:4].C1(C)C=CC(S(O)(=O)=O)=CC=1.[CH2:18]([O:25][C:26](=[O:30])[CH2:27][CH2:28][NH2:29])[C:19]1[CH:24]=[CH:23][CH:22]=[CH:21][CH:20]=1.C(N(CC)CC)C.Cl.